The task is: Predict the product of the given reaction.. This data is from Forward reaction prediction with 1.9M reactions from USPTO patents (1976-2016). Given the reactants C(NC(C)C)(C)C.C([Li])CCC.[CH3:13][O:14][C:15](=[O:25])[CH2:16][C:17]1[CH:22]=[CH:21][C:20]([Cl:23])=[C:19]([Cl:24])[CH:18]=1.I[CH2:27][CH:28]1[CH2:32][CH2:31][CH2:30][O:29]1, predict the reaction product. The product is: [CH3:13][O:14][C:15](=[O:25])[CH:16]([C:17]1[CH:22]=[CH:21][C:20]([Cl:23])=[C:19]([Cl:24])[CH:18]=1)[CH2:27][CH:28]1[CH2:32][CH2:31][CH2:30][O:29]1.